From a dataset of Forward reaction prediction with 1.9M reactions from USPTO patents (1976-2016). Predict the product of the given reaction. (1) Given the reactants [F:1][C:2]1[CH:9]=[CH:8][C:5]([CH2:6]Br)=[CH:4][CH:3]=1.[C:10]([O:14][C:15]([N:17]1[CH2:27][CH2:26][C:20]2(NNC(=O)[CH2:21]2)[CH2:19][CH2:18]1)=[O:16])([CH3:13])([CH3:12])[CH3:11], predict the reaction product. The product is: [C:10]([O:14][C:15]([N:17]1[CH2:18][CH2:19][C:20]2([O:16][C:15](=[O:14])[NH:17][CH:21]2[CH2:6][C:5]2[CH:8]=[CH:9][C:2]([F:1])=[CH:3][CH:4]=2)[CH2:26][CH2:27]1)=[O:16])([CH3:11])([CH3:12])[CH3:13]. (2) Given the reactants [NH:1]1[C:10]2[C:5](=[CH:6][CH:7]=[CH:8][CH:9]=2)[CH2:4][CH2:3][CH2:2]1.ClC(Cl)(O[C:15](=[O:21])OC(Cl)(Cl)Cl)Cl.Cl.[F:24][C:25]([S:28]([O:31][C:32]1[CH2:38][CH:37]2[NH:39][CH:34]([CH2:35][CH2:36]2)[CH:33]=1)(=[O:30])=[O:29])([F:27])[F:26].C(=O)([O-])O.[Na+], predict the reaction product. The product is: [F:27][C:25]([F:24])([F:26])[S:28]([O:31][C:32]1[CH2:33][CH:34]2[N:39]([C:15]([N:1]3[C:10]4[C:5](=[CH:6][CH:7]=[CH:8][CH:9]=4)[CH2:4][CH2:3][CH2:2]3)=[O:21])[CH:37]([CH2:36][CH2:35]2)[CH:38]=1)(=[O:30])=[O:29]. (3) The product is: [CH:21]1([C:19]([NH:18][C@@H:17]2[C@H:13]3[O:12][CH2:11][C@H:10]([NH:9][C:6]([C:3]4[CH:4]=[CH:5][NH:1][CH:2]=4)=[O:8])[C@H:14]3[O:15][CH2:16]2)=[O:20])[CH2:22][CH2:23]1. Given the reactants [NH:1]1[CH:5]=[CH:4][C:3]([C:6]([OH:8])=O)=[CH:2]1.[NH2:9][C@@H:10]1[C@H:14]2[O:15][CH2:16][C@H:17]([NH:18][C:19]([CH:21]3[CH2:23][CH2:22]3)=[O:20])[C@H:13]2[O:12][CH2:11]1, predict the reaction product.